This data is from Reaction yield outcomes from USPTO patents with 853,638 reactions. The task is: Predict the reaction yield, written as a fraction of the theoretical maximum amount of product (1.0 means a 100% yield; for example, 0.34 means a 34% yield). (1) The reactants are [Si]([O:18][CH:19]1[CH2:20][CH2:21][C:22]2[C:45]([O:46][CH3:47])=[C:44]([O:48][CH3:49])[C:43]([O:50][CH3:51])=[CH:42][C:23]=2[C:24]([C:26]2[CH:27]=[CH:28][C:29]([O:40][CH3:41])=[C:30]([CH:39]=2)[O:31][Si](C(C)(C)C)(C)C)=[CH:25]1)(C(C)(C)C)(C1C=CC=CC=1)C1C=CC=CC=1.CCCC[N+](CCCC)(CCCC)CCCC.[F-]. The catalyst is C1COCC1. The product is [OH:31][C:30]1[CH:39]=[C:26]([C:24]2=[CH:25][CH:19]([OH:18])[CH2:20][CH2:21][C:22]3[C:45]([O:46][CH3:47])=[C:44]([O:48][CH3:49])[C:43]([O:50][CH3:51])=[CH:42][C:23]2=3)[CH:27]=[CH:28][C:29]=1[O:40][CH3:41]. The yield is 0.740. (2) The reactants are Br[C:2]1[CH:11]=[C:10]2[C:5]([CH:6]=[C:7]([NH:12][C:13]([CH:15]3[CH2:17][CH2:16]3)=[O:14])[N:8]=[CH:9]2)=[CH:4][CH:3]=1.[CH3:18][C:19]1[S:20][CH:21]=[C:22](B2OC(C)(C)C(C)(C)O2)[N:23]=1.C(=O)([O-])[O-].[K+].[K+].C(#N)C.O. The catalyst is CC(P(C(C)(C)C)C1C=CC(N(C)C)=CC=1)(C)C.CC(P(C(C)(C)C)C1C=CC(N(C)C)=CC=1)(C)C.Cl[Pd]Cl.ClCCl. The product is [CH3:18][C:19]1[S:20][CH:21]=[C:22]([C:2]2[CH:11]=[C:10]3[C:5]([CH:6]=[C:7]([NH:12][C:13]([CH:15]4[CH2:17][CH2:16]4)=[O:14])[N:8]=[CH:9]3)=[CH:4][CH:3]=2)[N:23]=1. The yield is 0.210. (3) The reactants are C[O:2][C:3](=[O:65])[C:4]1[CH:9]=[CH:8][C:7]([C:10]2[S:11][C:12]([C:15](=[O:17])[CH3:16])=[CH:13][CH:14]=2)=[CH:6][C:5]=1[CH2:18][O:19][C:20]1[CH:25]=[CH:24][C:23]([C:26]2[N:30]([CH:31]3[CH2:36][CH2:35][CH2:34][CH2:33][CH2:32]3)[C:29]3[CH:37]=[CH:38][C:39]([C:41]4[N:42]=[N:43][N:44]([C:46]([C:59]5[CH:64]=[CH:63][CH:62]=[CH:61][CH:60]=5)([C:53]5[CH:58]=[CH:57][CH:56]=[CH:55][CH:54]=5)[C:47]5[CH:52]=[CH:51][CH:50]=[CH:49][CH:48]=5)[N:45]=4)=[CH:40][C:28]=3[N:27]=2)=[CH:22][CH:21]=1.[OH-].[Li+].C1COCC1.Cl. The catalyst is O.C(O)C. The product is [CH:31]1([N:30]2[C:29]3[CH:37]=[CH:38][C:39]([C:41]4[N:42]=[N:43][N:44]([C:46]([C:53]5[CH:58]=[CH:57][CH:56]=[CH:55][CH:54]=5)([C:59]5[CH:60]=[CH:61][CH:62]=[CH:63][CH:64]=5)[C:47]5[CH:48]=[CH:49][CH:50]=[CH:51][CH:52]=5)[N:45]=4)=[CH:40][C:28]=3[N:27]=[C:26]2[C:23]2[CH:22]=[CH:21][C:20]([O:19][CH2:18][C:5]3[CH:6]=[C:7]([C:10]4[S:11][C:12]([C:15](=[O:17])[CH3:16])=[CH:13][CH:14]=4)[CH:8]=[CH:9][C:4]=3[C:3]([OH:65])=[O:2])=[CH:25][CH:24]=2)[CH2:32][CH2:33][CH2:34][CH2:35][CH2:36]1. The yield is 0.900. (4) The reactants are [F:1][C:2]1[CH:7]=[CH:6][CH:5]=[CH:4][C:3]=1[C:8]1[N:9]=[N:10][N:11]([CH3:15])[C:12]=1[CH:13]=[O:14].[BH4-].[Na+]. The catalyst is CO. The product is [F:1][C:2]1[CH:7]=[CH:6][CH:5]=[CH:4][C:3]=1[C:8]1[N:9]=[N:10][N:11]([CH3:15])[C:12]=1[CH2:13][OH:14]. The yield is 0.808. (5) The reactants are C[O:2][C:3](=[O:26])[C:4]1[CH:16]=[C:15]([C:17]([F:25])([F:24])[C:18]2[CH:23]=[CH:22][CH:21]=[CH:20][CH:19]=2)[CH:14]=[C:6]([C:7]([N:9]([CH3:13])[CH2:10][CH2:11][CH3:12])=[O:8])[CH:5]=1.[OH-].[Li+]. The catalyst is C1COCC1. The product is [F:24][C:17]([F:25])([C:18]1[CH:19]=[CH:20][CH:21]=[CH:22][CH:23]=1)[C:15]1[CH:14]=[C:6]([C:7]([N:9]([CH3:13])[CH2:10][CH2:11][CH3:12])=[O:8])[CH:5]=[C:4]([CH:16]=1)[C:3]([OH:26])=[O:2]. The yield is 0.950. (6) The reactants are [CH2:1]([C:3]1[N:4]([C:28]2[CH:33]=[CH:32][C:31]([OH:34])=[CH:30][CH:29]=2)[C:5](=[O:27])[C:6]([CH2:12][C:13]2[CH:18]=[CH:17][C:16]([C:19]3[C:20]([C:25]#[N:26])=[CH:21][CH:22]=[CH:23][CH:24]=3)=[CH:15][CH:14]=2)=[C:7]([CH2:9][CH2:10][CH3:11])[N:8]=1)[CH3:2].Br[C:36]1([C:41]([O:43][CH3:44])=[O:42])[CH2:40][CH2:39][CH2:38][CH2:37]1.C(=O)([O-])[O-].[Cs+].[Cs+]. The catalyst is CN(C)C(=O)C. The product is [C:25]([C:20]1[CH:21]=[CH:22][CH:23]=[CH:24][C:19]=1[C:16]1[CH:17]=[CH:18][C:13]([CH2:12][C:6]2[C:5](=[O:27])[N:4]([C:28]3[CH:33]=[CH:32][C:31]([O:34][C:36]4([C:41]([O:43][CH3:44])=[O:42])[CH2:40][CH2:39][CH2:38][CH2:37]4)=[CH:30][CH:29]=3)[C:3]([CH2:1][CH3:2])=[N:8][C:7]=2[CH2:9][CH2:10][CH3:11])=[CH:14][CH:15]=1)#[N:26]. The yield is 0.770.